Dataset: NCI-60 drug combinations with 297,098 pairs across 59 cell lines. Task: Regression. Given two drug SMILES strings and cell line genomic features, predict the synergy score measuring deviation from expected non-interaction effect. (1) Drug 1: CNC(=O)C1=CC=CC=C1SC2=CC3=C(C=C2)C(=NN3)C=CC4=CC=CC=N4. Drug 2: C1=NNC2=C1C(=O)NC=N2. Cell line: NCIH23. Synergy scores: CSS=18.9, Synergy_ZIP=-5.86, Synergy_Bliss=2.42, Synergy_Loewe=1.58, Synergy_HSA=1.74. (2) Drug 1: C1CCC(C1)C(CC#N)N2C=C(C=N2)C3=C4C=CNC4=NC=N3. Synergy scores: CSS=8.09, Synergy_ZIP=0.484, Synergy_Bliss=-1.50, Synergy_Loewe=-19.3, Synergy_HSA=-3.42. Cell line: KM12. Drug 2: CCCS(=O)(=O)NC1=C(C(=C(C=C1)F)C(=O)C2=CNC3=C2C=C(C=N3)C4=CC=C(C=C4)Cl)F.